Predict the product of the given reaction. From a dataset of Forward reaction prediction with 1.9M reactions from USPTO patents (1976-2016). (1) Given the reactants [Cl:1][C:2]1[C:7]([F:8])=[CH:6][CH:5]=[C:4]([Cl:9])[C:3]=1[CH:10]([O:12][C:13]1[C:14]([NH2:30])=[N:15][CH:16]=[C:17]([C:19]2[N:20]=[N:21][N:22]([CH:24]3[CH2:29][CH2:28][NH:27][CH2:26][CH2:25]3)[CH:23]=2)[CH:18]=1)[CH3:11].C(N(CC)CC)C.[CH3:38][S:39](Cl)(=[O:41])=[O:40], predict the reaction product. The product is: [Cl:1][C:2]1[C:7]([F:8])=[CH:6][CH:5]=[C:4]([Cl:9])[C:3]=1[CH:10]([O:12][C:13]1[C:14]([NH2:30])=[N:15][CH:16]=[C:17]([C:19]2[N:20]=[N:21][N:22]([CH:24]3[CH2:29][CH2:28][N:27]([S:39]([CH3:38])(=[O:41])=[O:40])[CH2:26][CH2:25]3)[CH:23]=2)[CH:18]=1)[CH3:11]. (2) The product is: [Cl:7][C:8]1[CH:9]=[CH:10][C:11]([C:14]2[N:15]([CH3:20])[CH:16]=[C:17]([C:4]([CH:1]3[CH2:3][CH2:2]3)=[O:5])[C:18]=2[CH3:19])=[CH:12][CH:13]=1. Given the reactants [CH:1]1([C:4](Cl)=[O:5])[CH2:3][CH2:2]1.[Cl:7][C:8]1[CH:13]=[CH:12][C:11]([C:14]2[N:15]([CH3:20])[CH:16]=[CH:17][C:18]=2[CH3:19])=[CH:10][CH:9]=1, predict the reaction product. (3) Given the reactants [CH3:1][O:2][C:3]1[C:12]([NH:13][C:14](=[S:22])OC2C=CC=CC=2)=[N:11][C:10]2[C:5](=[CH:6][CH:7]=[CH:8][CH:9]=2)[N:4]=1.[CH3:23][O:24][C:25]1[CH:30]=[CH:29][CH:28]=[CH:27][C:26]=1[N:31]1[CH2:36][CH2:35][NH:34][CH2:33][CH2:32]1.C1CCN2C(=NCCC2)CC1, predict the reaction product. The product is: [CH3:1][O:2][C:3]1[C:12]([NH:13][C:14]([N:34]2[CH2:33][CH2:32][N:31]([C:26]3[CH:27]=[CH:28][CH:29]=[CH:30][C:25]=3[O:24][CH3:23])[CH2:36][CH2:35]2)=[S:22])=[N:11][C:10]2[C:5](=[CH:6][CH:7]=[CH:8][CH:9]=2)[N:4]=1. (4) The product is: [OH:1][C@H:2]1[CH2:5][C@H:4]([N:6]2[C:11](=[O:12])[C:10]([CH2:13][C:14]3[CH:15]=[CH:16][C:17]([C:20]4[CH:25]=[CH:24][CH:23]=[CH:22][C:21]=4[C:26]4[NH:49][C:60](=[O:63])[O:61][N:27]=4)=[CH:18][CH:19]=3)=[C:9]([CH2:28][CH2:29][CH3:30])[N:8]3[N:31]=[CH:32][N:33]=[C:7]23)[CH2:3]1. Given the reactants [OH:1][C@H:2]1[CH2:5][C@H:4]([N:6]2[C:11](=[O:12])[C:10]([CH2:13][C:14]3[CH:19]=[CH:18][C:17]([C:20]4[C:21]([C:26]#[N:27])=[CH:22][CH:23]=[CH:24][CH:25]=4)=[CH:16][CH:15]=3)=[C:9]([CH2:28][CH2:29][CH3:30])[N:8]3[N:31]=[CH:32][N:33]=[C:7]23)[CH2:3]1.FC(F)(F)S(O[Si](C(C)(C)C)(C)C)(=O)=O.[N:49]1C(C)=CC=CC=1C.[Cl-].O[NH3+].[C:60](=[O:63])([O-])[OH:61].[Na+], predict the reaction product.